This data is from Full USPTO retrosynthesis dataset with 1.9M reactions from patents (1976-2016). The task is: Predict the reactants needed to synthesize the given product. (1) The reactants are: Cl.[NH:2]1[CH2:7][CH2:6][CH:5]([C:8]2[NH:9][C:10]3[CH:16]=[C:15]([C:17]#[N:18])[CH:14]=[CH:13][C:11]=3[N:12]=2)[CH2:4][CH2:3]1.C(N(CC)CC)C.[C:26]1([C:32]2[C:33]([C:41]3[CH:48]=[CH:47][C:44]([CH:45]=O)=[CH:43][CH:42]=3)=[N:34][C:35]3[N:36]([N:38]=[CH:39][CH:40]=3)[CH:37]=2)[CH:31]=[CH:30][CH:29]=[CH:28][CH:27]=1.C(O)(=O)C.[BH-](OC(C)=O)(OC(C)=O)OC(C)=O.[Na+]. Given the product [C:26]1([C:32]2[C:33]([C:41]3[CH:42]=[CH:43][C:44]([CH2:45][N:2]4[CH2:3][CH2:4][CH:5]([C:8]5[NH:9][C:10]6[CH:16]=[C:15]([C:17]#[N:18])[CH:14]=[CH:13][C:11]=6[N:12]=5)[CH2:6][CH2:7]4)=[CH:47][CH:48]=3)=[N:34][C:35]3[N:36]([N:38]=[CH:39][CH:40]=3)[CH:37]=2)[CH:31]=[CH:30][CH:29]=[CH:28][CH:27]=1, predict the reactants needed to synthesize it. (2) Given the product [CH2:39]([N:41]1[CH:45]=[C:44]([C:16]2[S:17][C:10]3[C:11](=[N:12][CH:13]=[CH:14][C:9]=3[O:8][C:7]3[CH:6]=[CH:5][C:4]([NH:24][C:25](=[O:38])[CH2:26][C:27]([NH:29][C:30]4[CH:35]=[CH:34][CH:33]=[CH:32][C:31]=4[O:36][CH3:37])=[O:28])=[CH:3][C:2]=3[F:1])[CH:15]=2)[N:43]=[CH:42]1)[CH3:40], predict the reactants needed to synthesize it. The reactants are: [F:1][C:2]1[CH:3]=[C:4]([NH:24][C:25](=[O:38])[CH2:26][C:27]([NH:29][C:30]2[CH:35]=[CH:34][CH:33]=[CH:32][C:31]=2[O:36][CH3:37])=[O:28])[CH:5]=[CH:6][C:7]=1[O:8][C:9]1[CH:14]=[CH:13][N:12]=[C:11]2[CH:15]=[C:16](C3N(C)C=CN=3)[S:17][C:10]=12.[CH2:39]([N:41]1[CH:45]=[C:44](C2SC3C(=NC=CC=3OC3C=CC(N)=CC=3F)C=2)[N:43]=[CH:42]1)[CH3:40]. (3) Given the product [OH:42][C:36]1[CH:35]=[CH:34][C:33]([NH:32][C:25](=[O:26])[C:24]2[CH:23]=[CH:22][C:21]([CH2:20][C@@:3]3([C:11]4[CH2:12][C:13]5[C:18]([CH:19]=4)=[CH:17][CH:16]=[CH:15][CH:14]=5)[CH2:4][C:5]4[C:10](=[CH:9][CH:8]=[CH:7][CH:6]=4)[C@H:2]3[OH:1])=[CH:31][CH:30]=2)=[CH:41][C:37]=1[C:38]([OH:40])=[O:39], predict the reactants needed to synthesize it. The reactants are: [OH:1][C@@H:2]1[C:10]2[C:5](=[CH:6][CH:7]=[CH:8][CH:9]=2)[CH2:4][C@@:3]1([CH2:20][C:21]1[CH:31]=[CH:30][C:24]([C:25](OCC)=[O:26])=[CH:23][CH:22]=1)[C:11]1[CH2:12][C:13]2[C:18]([CH:19]=1)=[CH:17][CH:16]=[CH:15][CH:14]=2.[NH2:32][C:33]1[CH:34]=[CH:35][C:36]([OH:42])=[C:37]([CH:41]=1)[C:38]([OH:40])=[O:39].C[Al](C)C. (4) Given the product [O:1]1[CH2:6][CH2:5][N:4]([CH2:7][C:8]([NH:10][C@@H:11]([CH3:22])[C:12]([OH:14])=[O:13])=[O:9])[CH2:3][CH2:2]1, predict the reactants needed to synthesize it. The reactants are: [O:1]1[CH2:6][CH2:5][N:4]([CH2:7][C:8]([NH:10][C@@H:11]([CH3:22])[C:12]([O:14]CC2C=CC=CC=2)=[O:13])=[O:9])[CH2:3][CH2:2]1. (5) Given the product [F:1][C:2]1[CH:3]=[CH:4][C:5]([O:8][CH2:9][CH2:10][C:11]([N:13]2[CH2:18][CH2:17][N:16]([C:19]3[CH:26]=[CH:25][CH:24]=[C:23]([C:27]([F:29])([F:30])[F:28])[C:20]=3[CH:21]=[N:32][OH:33])[CH2:15][CH2:14]2)=[O:12])=[CH:6][CH:7]=1, predict the reactants needed to synthesize it. The reactants are: [F:1][C:2]1[CH:7]=[CH:6][C:5]([O:8][CH2:9][CH2:10][C:11]([N:13]2[CH2:18][CH2:17][N:16]([C:19]3[CH:26]=[CH:25][CH:24]=[C:23]([C:27]([F:30])([F:29])[F:28])[C:20]=3[CH:21]=O)[CH2:15][CH2:14]2)=[O:12])=[CH:4][CH:3]=1.Cl.[NH2:32][OH:33].C([O-])(=O)C.[Na+]. (6) Given the product [C:1]([O:8][CH3:9])(=[O:7])/[CH:2]=[CH:3]/[C:4]([O:6][CH2:16][CH2:15][O:14][C:12](=[O:13])[CH:11]([CH3:18])[CH3:10])=[O:5], predict the reactants needed to synthesize it. The reactants are: [C:1]([O:8][CH3:9])(=[O:7])/[CH:2]=[CH:3]/[C:4]([OH:6])=[O:5].[CH3:10][CH:11]([CH3:18])[C:12]([O:14][CH2:15][CH2:16]Cl)=[O:13]. (7) Given the product [OH:8][CH2:7][C:6]1[CH:9]=[CH:10][C:3]([CH2:2][NH:1][C:17]([C:12]2[CH:13]=[CH:14][CH:15]=[CH:16][N:11]=2)=[O:18])=[CH:4][CH:5]=1, predict the reactants needed to synthesize it. The reactants are: [NH2:1][CH2:2][C:3]1[CH:10]=[CH:9][C:6]([CH2:7][OH:8])=[CH:5][CH:4]=1.[N:11]1[CH:16]=[CH:15][CH:14]=[CH:13][C:12]=1[C:17](O)=[O:18].ON1C2C=CC=CC=2N=N1.C(N(CC)C(C)C)(C)C.Cl.CN(C)CCCN=C=NCC. (8) Given the product [CH3:1][O:2][C:3](=[O:13])[C:4]1[CH:9]=[CH:8][CH:7]=[C:6]([CH2:10][CH2:11][OH:12])[CH:5]=1, predict the reactants needed to synthesize it. The reactants are: [CH3:1][O:2][C:3](=[O:13])[C:4]1[CH:9]=[CH:8][CH:7]=[C:6]([CH2:10][CH:11]=[O:12])[CH:5]=1.[BH4-].[Na+]. (9) Given the product [CH3:19][C:18]([CH3:21])([CH3:20])[CH2:17][N:8]([CH2:9][C:10]1[CH:15]=[CH:14][C:13]([I:16])=[CH:12][CH:11]=1)[C:6]1[CH:5]=[CH:4][N:3]=[C:2]([C:26]#[N:25])[N:7]=1, predict the reactants needed to synthesize it. The reactants are: Cl[C:2]1[N:7]=[C:6]([N:8]([CH2:17][C:18]([CH3:21])([CH3:20])[CH3:19])[CH2:9][C:10]2[CH:15]=[CH:14][C:13]([I:16])=[CH:12][CH:11]=2)[CH:5]=[CH:4][N:3]=1.[C-]#N.[Na+].[N:25]12CCN(CC1)C[CH2:26]2.O. (10) Given the product [Br:1][C:2]1[CH:3]=[C:4]([CH:11]=[CH:12][C:13]=1[Cl:14])[CH2:5][N:19]1[C:15](=[O:25])[C:16]2[C:17](=[CH:21][CH:22]=[CH:23][CH:24]=2)[C:18]1=[O:20], predict the reactants needed to synthesize it. The reactants are: [Br:1][C:2]1[CH:3]=[C:4]([CH:11]=[CH:12][C:13]=1[Cl:14])[CH2:5]OS(C)(=O)=O.[C:15]1(=[O:25])[NH:19][C:18](=[O:20])[C:17]2=[CH:21][CH:22]=[CH:23][CH:24]=[C:16]12.[K].